From a dataset of Full USPTO retrosynthesis dataset with 1.9M reactions from patents (1976-2016). Predict the reactants needed to synthesize the given product. (1) Given the product [Cl:35][C:13]1[C:14]([Cl:34])=[C:15]([CH:18]([CH3:33])[C:19]([OH:32])([C:24]2[CH:29]=[CH:28][C:27](=[O:30])[N:26]([CH3:31])[CH:25]=2)[C:20]([F:23])([F:21])[F:22])[CH:16]=[CH:17][C:12]=1[O:11][C:8]1[N:9]=[CH:10][C:5]([C:3]([OH:4])=[O:2])=[N:6][CH:7]=1, predict the reactants needed to synthesize it. The reactants are: C[O:2][C:3]([C:5]1[CH:10]=[N:9][C:8]([O:11][C:12]2[CH:17]=[CH:16][C:15]([CH:18]([CH3:33])[C:19]([OH:32])([C:24]3[CH:29]=[CH:28][C:27](=[O:30])[N:26]([CH3:31])[CH:25]=3)[C:20]([F:23])([F:22])[F:21])=[C:14]([Cl:34])[C:13]=2[Cl:35])=[CH:7][N:6]=1)=[O:4].[OH-].[Na+].Cl. (2) Given the product [Cl:1][C:2]1[CH:3]=[C:4]([C:9]2[NH:13][N:12]=[CH:11][CH:10]=2)[CH:5]=[CH:6][C:7]=1[Cl:8], predict the reactants needed to synthesize it. The reactants are: [Cl:1][C:2]1[CH:3]=[C:4]([C:9]2[N:13](C3CCCCO3)[N:12]=[CH:11][CH:10]=2)[CH:5]=[CH:6][C:7]=1[Cl:8].Cl. (3) Given the product [CH2:1]([CH:3]([CH2:6][CH2:7][CH2:8][CH3:9])[CH2:4][Cl:10])[CH3:2], predict the reactants needed to synthesize it. The reactants are: [CH2:1]([CH:3]([CH2:6][CH2:7][CH2:8][CH3:9])[CH2:4]O)[CH3:2].[ClH:10].